From a dataset of Forward reaction prediction with 1.9M reactions from USPTO patents (1976-2016). Predict the product of the given reaction. (1) Given the reactants [C:1]([OH:20])(=[O:19])[CH2:2][CH2:3][CH2:4][CH2:5][CH2:6][CH2:7][CH2:8]/[CH:9]=[CH:10]\[CH2:11]/[CH:12]=[CH:13]\[CH2:14][CH2:15][CH2:16][CH2:17][CH3:18].[C:21]([OH:40])(=[O:39])[CH2:22][CH2:23][CH2:24][CH2:25][CH2:26][CH2:27][CH2:28]/[CH:29]=[CH:30]\[CH2:31][CH2:32][CH2:33][CH2:34][CH2:35][CH2:36][CH2:37][CH3:38], predict the reaction product. The product is: [C:1]([OH:20])(=[O:19])[CH:2]=[CH:3][CH:4]=[CH:5][CH2:6][CH2:7][CH2:8][CH2:9][CH2:10][CH2:11][CH2:12][CH2:13][CH2:14][CH2:15][CH2:16][CH2:17][CH2:18][CH2:21][CH3:22].[C:21]([OH:40])(=[O:39])[CH2:22][CH2:23][CH2:24][CH2:25][CH2:26][CH2:27][CH2:28]/[CH:29]=[CH:30]\[CH2:31]/[CH:32]=[CH:33]\[CH2:34][CH2:35][CH2:36][CH2:37][CH3:38]. (2) The product is: [F:1][C:2]1[CH:7]=[CH:6][C:5]([S:8][CH2:10][CH2:11][CH2:12][Cl:13])=[CH:4][CH:3]=1. Given the reactants [F:1][C:2]1[CH:7]=[CH:6][C:5]([SH:8])=[CH:4][CH:3]=1.Br[CH2:10][CH2:11][CH2:12][Cl:13], predict the reaction product. (3) The product is: [NH2:1][C:2]1[N:7]=[CH:6][N:5]=[C:4]2[N:8]([CH:12]([C:14]3[O:15][C:16]4[C:21]([C:22](=[O:31])[C:23]=3[C:24]3[CH:29]=[CH:28][CH:27]=[C:26]([F:30])[CH:25]=3)=[CH:20][CH:19]=[CH:18][CH:17]=4)[CH3:13])[N:9]=[C:10]([C:37]3[CH:38]=[C:34]([CH2:33][OH:32])[S:35][CH:36]=3)[C:3]=12. Given the reactants [NH2:1][C:2]1[N:7]=[CH:6][N:5]=[C:4]2[N:8]([CH:12]([C:14]3[O:15][C:16]4[C:21]([C:22](=[O:31])[C:23]=3[C:24]3[CH:29]=[CH:28][CH:27]=[C:26]([F:30])[CH:25]=3)=[CH:20][CH:19]=[CH:18][CH:17]=4)[CH3:13])[N:9]=[C:10](I)[C:3]=12.[OH:32][CH2:33][C:34]1[S:35][CH:36]=[C:37](B(O)O)[CH:38]=1.C(=O)([O-])[O-].[Na+].[Na+].ClCCl, predict the reaction product. (4) Given the reactants [C:1](=[O:8])([O:3][C:4]([CH3:7])([CH3:6])[CH3:5])[NH2:2].Cl[C:10]1[N:15]=[C:14]([O:16][C:17]2[C:26]3[C:21](=[CH:22][CH:23]=[CH:24][CH:25]=3)[C:20]([NH:27][C:28](=[O:34])[O:29][C:30]([CH3:33])([CH3:32])[CH3:31])=[CH:19][CH:18]=2)[CH:13]=[CH:12][N:11]=1.C([O-])([O-])=O.[Cs+].[Cs+].CC1(C)C2C(=C(P(C3C=CC=CC=3)C3C=CC=CC=3)C=CC=2)OC2C(P(C3C=CC=CC=3)C3C=CC=CC=3)=CC=CC1=2, predict the reaction product. The product is: [C:30]([O:29][C:28]([NH:27][C:20]1[C:21]2[C:26](=[CH:25][CH:24]=[CH:23][CH:22]=2)[C:17]([O:16][C:14]2[CH:13]=[CH:12][N:11]=[C:10]([NH:2][C:1](=[O:8])[O:3][C:4]([CH3:7])([CH3:6])[CH3:5])[N:15]=2)=[CH:18][CH:19]=1)=[O:34])([CH3:33])([CH3:32])[CH3:31]. (5) Given the reactants C([O-])(=O)C.[Na+].Br[C:7]1[CH:8]=[N:9][CH:10]=[CH:11][C:12]=1[C:13]([O:15]CC)=O.Cl.[NH2:19][C:20]1[CH:25]=[C:24]([C:26]#[N:27])[CH:23]=[CH:22][C:21]=1B(O)O, predict the reaction product. The product is: [O:15]=[C:13]1[C:12]2[C:7](=[CH:8][N:9]=[CH:10][CH:11]=2)[C:21]2[CH:22]=[CH:23][C:24]([C:26]#[N:27])=[CH:25][C:20]=2[NH:19]1. (6) Given the reactants [Br:1][C:2]1[O:6][C:5]([CH:7]=[O:8])=[N:4][C:3]=1[C:9]1[CH:14]=[CH:13][C:12]([C:15]([F:18])([F:17])[F:16])=[CH:11][CH:10]=1.[CH2:19](Br)[CH:20]=[CH2:21].[In].Cl, predict the reaction product. The product is: [Br:1][C:2]1[O:6][C:5]([CH:7]([OH:8])[CH2:21][CH:20]=[CH2:19])=[N:4][C:3]=1[C:9]1[CH:10]=[CH:11][C:12]([C:15]([F:18])([F:17])[F:16])=[CH:13][CH:14]=1.